Task: Predict which catalyst facilitates the given reaction.. Dataset: Catalyst prediction with 721,799 reactions and 888 catalyst types from USPTO (1) Reactant: [Cl:1][CH:2]1[CH2:7][CH2:6][N:5](C(OCC2C=CC=CC=2)=O)[CH2:4][CH:3]1[NH:18][P:19]([O:24][CH2:25][CH3:26])([O:21][CH2:22][CH3:23])=[O:20]. Product: [Cl:1][CH:2]1[CH2:7][CH2:6][NH:5][CH2:4][CH:3]1[NH:18][P:19](=[O:20])([O:24][CH2:25][CH3:26])[O:21][CH2:22][CH3:23]. The catalyst class is: 19. (2) Reactant: [F:1][C:2]([F:47])([F:46])[C@@H:3]([NH:11][C@@H:12]([CH2:41][C:42]([F:45])([CH3:44])[CH3:43])[C:13]([NH:15][C@@H:16]([CH2:39][CH3:40])[CH2:17][NH:18][C:19]1[CH:36]=[CH:35][C:22]([O:23][CH2:24][C:25]([O:27]CC2C=CC=CC=2)=[O:26])=[CH:21][C:20]=1[O:37][CH3:38])=[O:14])[C:4]1[CH:9]=[CH:8][C:7](Br)=[CH:6][CH:5]=1. Product: [F:1][C:2]([F:46])([F:47])[C@@H:3]([NH:11][C@@H:12]([CH2:41][C:42]([F:45])([CH3:43])[CH3:44])[C:13]([NH:15][C@@H:16]([CH2:39][CH3:40])[CH2:17][NH:18][C:19]1[CH:36]=[CH:35][C:22]([O:23][CH2:24][C:25]([OH:27])=[O:26])=[CH:21][C:20]=1[O:37][CH3:38])=[O:14])[C:4]1[CH:5]=[CH:6][CH:7]=[CH:8][CH:9]=1. The catalyst class is: 312. (3) Reactant: [CH3:1][O:2][C:3](=[O:23])[N:4]([C:14]1[CH:19]=[C:18](Br)[C:17]([F:21])=[C:16](Br)[CH:15]=1)[CH2:5][C:6]1[CH:11]=[CH:10][C:9]([O:12][CH3:13])=[CH:8][CH:7]=1.C1C=CC(P(C2C=CC3C(=CC=CC=3)C=2C2C3C(=CC=CC=3)C=CC=2P(C2C=CC=CC=2)C2C=CC=CC=2)C2C=CC=CC=2)=CC=1.C(=O)([O-])[O-].[Cs+].[Cs+].[CH3:76][N:77]1[CH2:82][CH2:81][NH:80][CH2:79][CH2:78]1.C(=[NH:96])(C1C=CC=CC=1)C1C=CC=CC=1.Cl. Product: [CH3:1][O:2][C:3](=[O:23])[N:4]([C:14]1[CH:19]=[C:18]([N:80]2[CH2:81][CH2:82][N:77]([CH3:76])[CH2:78][CH2:79]2)[C:17]([F:21])=[C:16]([NH2:96])[CH:15]=1)[CH2:5][C:6]1[CH:11]=[CH:10][C:9]([O:12][CH3:13])=[CH:8][CH:7]=1. The catalyst class is: 102. (4) Reactant: C(O[K])(C)(C)C.[C:7]12([CH2:17][NH:18][C:19]([C:21]3[C:22]4[N:23]([N:27]=[C:28]([CH2:30][OH:31])[CH:29]=4)[CH:24]=[CH:25][CH:26]=3)=[O:20])[CH2:16][CH:11]3[CH2:12][CH:13]([CH2:15][CH:9]([CH2:10]3)[CH2:8]1)[CH2:14]2.CN(C=O)C.Br[CH2:38][C:39]([O:41][CH2:42][CH3:43])=[O:40]. Product: [CH2:42]([O:41][C:39](=[O:40])[CH2:38][O:31][CH2:30][C:28]1[CH:29]=[C:22]2[C:21]([C:19](=[O:20])[NH:18][CH2:17][C:7]34[CH2:8][CH:9]5[CH2:10][CH:11]([CH2:12][CH:13]([CH2:15]5)[CH2:14]3)[CH2:16]4)=[CH:26][CH:25]=[CH:24][N:23]2[N:27]=1)[CH3:43]. The catalyst class is: 1. (5) Reactant: [Br:1]Br.[Cl:3][C:4]1[CH:9]=[CH:8][CH:7]=[CH:6][C:5]=1[C:10]1[CH:15]=[CH:14][C:13]([N+:16]([O-:18])=[O:17])=[C:12]([NH:19][CH3:20])[C:11]=1[C:21]#[N:22]. Product: [Br:1][C:15]1[CH:14]=[C:13]([N+:16]([O-:18])=[O:17])[C:12]([NH:19][CH3:20])=[C:11]([C:21]#[N:22])[C:10]=1[C:5]1[CH:6]=[CH:7][CH:8]=[CH:9][C:4]=1[Cl:3]. The catalyst class is: 15. (6) Reactant: [C:1]([C:5]1[CH:10]=[CH:9][C:8]([S:11]([NH:14][C:15]2[CH:16]=[C:17]3[C:21](=[CH:22][CH:23]=2)[NH:20][C:19]([C:24](O)=[O:25])=[C:18]3[C:27]2[CH:28]=[N:29][CH:30]=[CH:31][CH:32]=2)(=[O:13])=[O:12])=[CH:7][CH:6]=1)([CH3:4])([CH3:3])[CH3:2].[NH2:33][CH2:34][CH2:35][N:36]1[CH2:41][CH2:40][O:39][CH2:38][CH2:37]1. Product: [N:36]1([CH2:35][CH2:34][NH:33][C:24]([C:19]2[NH:20][C:21]3[C:17]([C:18]=2[C:27]2[CH:28]=[N:29][CH:30]=[CH:31][CH:32]=2)=[CH:16][C:15]([NH:14][S:11]([C:8]2[CH:9]=[CH:10][C:5]([C:1]([CH3:2])([CH3:4])[CH3:3])=[CH:6][CH:7]=2)(=[O:12])=[O:13])=[CH:23][CH:22]=3)=[O:25])[CH2:41][CH2:40][O:39][CH2:38][CH2:37]1. The catalyst class is: 98.